Dataset: Full USPTO retrosynthesis dataset with 1.9M reactions from patents (1976-2016). Task: Predict the reactants needed to synthesize the given product. (1) Given the product [F:1][C:2]1[CH:25]=[CH:24][C:5]([CH2:6][N:7]2[CH2:16][CH2:15][C:14]3[C:9](=[C:10]([OH:22])[CH:11]=[N+:12]([O-:28])[C:13]=3[C:17]([O:19][CH2:20][CH3:21])=[O:18])[C:8]2=[O:23])=[CH:4][CH:3]=1, predict the reactants needed to synthesize it. The reactants are: [F:1][C:2]1[CH:25]=[CH:24][C:5]([CH2:6][N:7]2[CH2:16][CH2:15][C:14]3[C:13]([C:17]([O:19][CH2:20][CH3:21])=[O:18])=[N:12][CH:11]=[C:10]([OH:22])[C:9]=3[C:8]2=[O:23])=[CH:4][CH:3]=1.C([OH:28])C. (2) The reactants are: [NH2:1][C:2]1[CH:7]=[CH:6][CH:5]=[C:4]([CH3:8])[N:3]=1.C(N(CC)CC)C.[CH3:16][C:17]([CH3:22])([CH3:21])[C:18](Cl)=[O:19]. Given the product [CH3:16][C:17]([CH3:22])([CH3:21])[C:18]([NH:1][C:2]1[CH:7]=[CH:6][CH:5]=[C:4]([CH3:8])[N:3]=1)=[O:19], predict the reactants needed to synthesize it.